From a dataset of Full USPTO retrosynthesis dataset with 1.9M reactions from patents (1976-2016). Predict the reactants needed to synthesize the given product. (1) Given the product [Cl:1][C:2]1[C:10]([C:11]([F:14])([F:13])[F:12])=[CH:9][CH:8]=[CH:7][C:3]=1[C:4]([NH:28][NH2:29])=[O:5], predict the reactants needed to synthesize it. The reactants are: [Cl:1][C:2]1[C:10]([C:11]([F:14])([F:13])[F:12])=[CH:9][CH:8]=[CH:7][C:3]=1[C:4](O)=[O:5].C(C1NC=CN=1)(C1NC=CN=1)=O.O.[NH2:28][NH2:29].Cl. (2) Given the product [C:10]([O:13][CH:14]([C:16]#[C:17][C:18]1[CH:23]=[C:22]([F:24])[CH:21]=[CH:20][C:19]=1/[CH:25]=[N:3]/[OH:2])[CH3:15])(=[O:12])[CH3:11], predict the reactants needed to synthesize it. The reactants are: [Cl-].[OH:2][NH3+:3].N1C=CC=CC=1.[C:10]([O:13][CH:14]([C:16]#[C:17][C:18]1[CH:23]=[C:22]([F:24])[CH:21]=[CH:20][C:19]=1[CH:25]=O)[CH3:15])(=[O:12])[CH3:11]. (3) Given the product [C:35]([N:24]1[CH2:23][CH2:22][N:21]([C:18]2[CH:19]=[CH:20][C:15]([C:7]3[NH:6][C:5](=[O:27])[C:4]4[C:9](=[CH:10][C:11]([O:13][CH3:14])=[CH:12][C:3]=4[O:2][CH3:1])[N:8]=3)=[CH:16][CH:17]=2)[CH2:26][CH2:25]1)(=[O:41])[CH2:36][CH2:37][CH2:38][CH2:39][CH3:40], predict the reactants needed to synthesize it. The reactants are: [CH3:1][O:2][C:3]1[CH:12]=[C:11]([O:13][CH3:14])[CH:10]=[C:9]2[C:4]=1[C:5](=[O:27])[NH:6][C:7]([C:15]1[CH:20]=[CH:19][C:18]([N:21]3[CH2:26][CH2:25][NH:24][CH2:23][CH2:22]3)=[CH:17][CH:16]=1)=[N:8]2.CCN(CC)CC.[C:35](Cl)(=[O:41])[CH2:36][CH2:37][CH2:38][CH2:39][CH3:40]. (4) Given the product [CH2:3]([O:10][C:11]1[CH:16]=[C:15]([CH2:17][CH2:18][N+:19]([O-:21])=[O:20])[CH:14]=[C:13]([F:22])[CH:12]=1)[C:4]1[CH:5]=[CH:6][CH:7]=[CH:8][CH:9]=1, predict the reactants needed to synthesize it. The reactants are: [BH4-].[Na+].[CH2:3]([O:10][C:11]1[CH:16]=[C:15](/[CH:17]=[CH:18]/[N+:19]([O-:21])=[O:20])[CH:14]=[C:13]([F:22])[CH:12]=1)[C:4]1[CH:9]=[CH:8][CH:7]=[CH:6][CH:5]=1. (5) Given the product [C:22]1(=[O:28])[N:21]([CH2:20][CH2:19][CH2:18][CH2:17][CH2:16][CH2:15][CH2:14][CH2:13][CH2:12][CH2:11][CH2:10][CH2:9][CH2:8][CH2:7][CH2:6][CH2:5][CH2:4][C:1]([OH:3])=[O:2])[C:25](=[O:27])[CH:24]=[CH:23]1, predict the reactants needed to synthesize it. The reactants are: [C:1]([CH2:4][CH2:5][CH2:6][CH2:7][CH2:8][CH2:9][CH2:10][CH2:11][CH2:12][CH2:13][CH2:14][CH2:15][CH2:16][CH2:17][CH2:18][CH2:19][CH2:20][NH:21][C:22](=[O:28])/[CH:23]=[CH:24]\[C:25]([OH:27])=O)([OH:3])=[O:2].C([O-])(=O)C.[Na+]. (6) Given the product [CH3:1][O:2][C:3](=[O:21])[C:4]1[CH:9]=[C:8]([C:27]#[C:26][Si:22]([CH3:25])([CH3:24])[CH3:23])[C:7]([F:11])=[C:6]([F:12])[C:5]=1[NH:13][C:14]1[CH:19]=[CH:18][CH:17]=[CH:16][C:15]=1[Cl:20], predict the reactants needed to synthesize it. The reactants are: [CH3:1][O:2][C:3](=[O:21])[C:4]1[CH:9]=[C:8](Br)[C:7]([F:11])=[C:6]([F:12])[C:5]=1[NH:13][C:14]1[CH:19]=[CH:18][CH:17]=[CH:16][C:15]=1[Cl:20].[Si:22]([C:26]#[CH:27])([CH3:25])([CH3:24])[CH3:23].N(C(C)C)C(C)C.